This data is from Catalyst prediction with 721,799 reactions and 888 catalyst types from USPTO. The task is: Predict which catalyst facilitates the given reaction. (1) Reactant: C([O:8][C:9]1[CH:10]=[C:11]2[C:20](=[CH:21][CH:22]=1)[C:14]1([O:19][CH2:18][CH2:17][NH:16][CH2:15]1)[CH2:13][CH2:12]2)C1C=CC=CC=1. Product: [NH:16]1[CH2:17][CH2:18][O:19][C:14]2([C:20]3[C:11](=[CH:10][C:9]([OH:8])=[CH:22][CH:21]=3)[CH2:12][CH2:13]2)[CH2:15]1. The catalyst class is: 293. (2) The catalyst class is: 69. Reactant: [N:1]1[C:5]2[CH:6]=[CH:7][CH:8]=[CH:9][C:4]=2[NH:3][CH:2]=1.CC(C)([O-])C.[K+].CS(C)=O.Cl[CH2:21][CH2:22][CH2:23][CH2:24][OH:25]. Product: [N:1]1([CH2:21][CH2:22][CH2:23][CH2:24][OH:25])[C:5]2[CH:6]=[CH:7][CH:8]=[CH:9][C:4]=2[N:3]=[CH:2]1. (3) Reactant: [Br:1][C:2]1[C:3]([C:14](=[S:16])[NH2:15])=[CH:4][C:5]([NH:8][C:9]([NH:11][CH2:12][CH3:13])=[O:10])=[N:6][CH:7]=1.Cl[CH:18]([C:24](=O)[C:25]([F:28])([F:27])[F:26])[C:19]([O:21][CH2:22][CH3:23])=[O:20].C(N(CC)CC)C.CS(Cl)(=O)=O. Product: [Br:1][C:2]1[C:3]([C:14]2[S:16][C:18]([C:19]([O:21][CH2:22][CH3:23])=[O:20])=[C:24]([C:25]([F:26])([F:28])[F:27])[N:15]=2)=[CH:4][C:5]([NH:8][C:9]([NH:11][CH2:12][CH3:13])=[O:10])=[N:6][CH:7]=1. The catalyst class is: 10. (4) Reactant: Br[C:2]1[CH:7]=[CH:6][C:5]([Cl:8])=[CH:4][C:3]=1[CH3:9].[Li]CCCC.[CH:15](=[O:22])[C:16]1[CH:21]=[CH:20][CH:19]=[CH:18][CH:17]=1.[NH4+].[Cl-]. Product: [Cl:8][C:5]1[CH:6]=[CH:7][C:2]([CH:15]([C:16]2[CH:21]=[CH:20][CH:19]=[CH:18][CH:17]=2)[OH:22])=[C:3]([CH3:9])[CH:4]=1. The catalyst class is: 1.